From a dataset of Full USPTO retrosynthesis dataset with 1.9M reactions from patents (1976-2016). Predict the reactants needed to synthesize the given product. (1) Given the product [CH3:1][O:2][C:3]1[CH:8]=[CH:7][C:6]([NH:9][C:30](=[O:31])[CH:29]([C:23]2[CH:28]=[CH:27][CH:26]=[CH:25][CH:24]=2)[C:33]2[CH:38]=[CH:37][CH:36]=[CH:35][CH:34]=2)=[CH:5][C:4]=1[O:10][CH2:11][C:12]1[C:19]2[C:20](=[CH:15][CH:16]=[CH:17][CH:18]=2)[CH:21]=[CH:22][CH:13]=1, predict the reactants needed to synthesize it. The reactants are: [CH3:1][O:2][C:3]1[CH:8]=[CH:7][C:6]([NH2:9])=[CH:5][C:4]=1[O:10][CH2:11][CH2:12][C:13]1[CH:22]=[CH:21][C:20]2[C:15](=[CH:16][CH:17]=[CH:18][CH:19]=2)C=1.[C:23]1([CH:29]([C:33]2[CH:38]=[CH:37][CH:36]=[CH:35][CH:34]=2)[C:30](Cl)=[O:31])[CH:28]=[CH:27][CH:26]=[CH:25][CH:24]=1.C(N(CC)CC)C. (2) Given the product [NH2:18][CH2:17][C@@H:16]([NH:15][C:13]([C:9]1[O:10][C:11]([CH3:12])=[C:7]([C:6]2[N:5]([CH3:40])[N:4]=[CH:3][C:2]=2[Cl:1])[CH:8]=1)=[O:14])[CH2:29][C:30]1[CH:35]=[CH:34][CH:33]=[CH:32][C:31]=1[C:36]([F:39])([F:38])[F:37], predict the reactants needed to synthesize it. The reactants are: [Cl:1][C:2]1[CH:3]=[N:4][N:5]([CH3:40])[C:6]=1[C:7]1[CH:8]=[C:9]([C:13]([NH:15][C@@H:16]([CH2:29][C:30]2[CH:35]=[CH:34][CH:33]=[CH:32][C:31]=2[C:36]([F:39])([F:38])[F:37])[CH2:17][N:18]2C(=O)C3C(=CC=CC=3)C2=O)=[O:14])[O:10][C:11]=1[CH3:12].NN. (3) Given the product [Br:13][CH2:3][C:4]([C:6]1[NH:7][CH:8]=[CH:9][CH:10]=1)=[O:5], predict the reactants needed to synthesize it. The reactants are: C[Si](C)(C)[O:3][C:4]([C:6]1[NH:7][CH:8]=[CH:9][CH:10]=1)=[CH2:5].[Br:13]N1C(=O)CCC1=O. (4) Given the product [CH2:11]([NH:23][C:24]([N:2]1[C:3](=[O:10])[C:4]2[CH:9]=[CH:8][CH:7]=[CH:6][C:5]=2[S:1]1)=[O:25])[CH2:12][CH2:13][CH2:14][CH2:15][CH2:16][CH2:17][CH2:18][CH2:19][CH2:20][CH2:21][CH3:22], predict the reactants needed to synthesize it. The reactants are: [S:1]1[C:5]2[CH:6]=[CH:7][CH:8]=[CH:9][C:4]=2[C:3](=[O:10])[NH:2]1.[CH2:11]([N:23]=[C:24]=[O:25])[CH2:12][CH2:13][CH2:14][CH2:15][CH2:16][CH2:17][CH2:18][CH2:19][CH2:20][CH2:21][CH3:22]. (5) Given the product [Br:18][CH:6]([O:5][C:4]1[CH:3]=[C:2]([Cl:1])[CH:16]=[C:15]([Cl:17])[CH:14]=1)[C:7]([O:9][C:10]([CH3:12])([CH3:13])[CH3:11])=[O:8], predict the reactants needed to synthesize it. The reactants are: [Cl:1][C:2]1[CH:3]=[C:4]([CH:14]=[C:15]([Cl:17])[CH:16]=1)[O:5][CH2:6][C:7]([O:9][C:10]([CH3:13])([CH3:12])[CH3:11])=[O:8].[Br:18]N1C(=O)CCC1=O. (6) Given the product [Br:19][C:6]1[CH:5]=[C:4]2[C:9]([C:10]([CH3:13])([CH3:12])[CH2:11][N:2]([CH3:1])[CH2:3]2)=[CH:8][CH:7]=1, predict the reactants needed to synthesize it. The reactants are: [CH3:1][N:2]1[CH2:11][C:10]([CH3:13])([CH3:12])[C:9]2[C:4](=[CH:5][C:6](N)=[CH:7][CH:8]=2)[CH2:3]1.N([O-])=O.[Na+].[BrH:19]. (7) Given the product [CH2:24]([O:23][C:21](=[O:22])[C:20]([NH:19][C:15]([C:7]1[CH:6]=[CH:5][C:4]([CH:1]2[CH2:2][CH2:3]2)=[C:9]([O:10][CH2:11][CH:12]2[CH2:13][CH2:14]2)[N:8]=1)=[O:17])([CH2:28][CH3:29])[CH2:26][CH3:27])[CH3:25], predict the reactants needed to synthesize it. The reactants are: [CH:1]1([C:4]2[CH:5]=[CH:6][C:7]([C:15]([OH:17])=O)=[N:8][C:9]=2[O:10][CH2:11][CH:12]2[CH2:14][CH2:13]2)[CH2:3][CH2:2]1.Cl.[NH2:19][C:20]([CH2:28][CH3:29])([CH2:26][CH3:27])[C:21]([O:23][CH2:24][CH3:25])=[O:22].